From a dataset of Full USPTO retrosynthesis dataset with 1.9M reactions from patents (1976-2016). Predict the reactants needed to synthesize the given product. Given the product [CH3:15][CH2:12][O:11][C:9]([CH3:27])=[O:10].[CH3:27][CH2:28][CH2:15][CH:12]([CH3:13])[CH3:14].[CH:21]1([N:20]2[C:16]([N:4]3[CH2:3][C:2]([F:1])([F:25])[CH2:8][N:7]([C:9]([O:11][C:12]([CH3:15])([CH3:14])[CH3:13])=[O:10])[CH2:6][CH2:5]3)=[C:17]([N+:22]([O-:24])=[O:23])[CH:18]=[N:19]2)[CH2:28][CH2:27]1, predict the reactants needed to synthesize it. The reactants are: [F:1][C:2]1([F:25])[CH2:8][N:7]([C:9]([O:11][C:12]([CH3:15])([CH3:14])[CH3:13])=[O:10])[CH2:6][CH2:5][N:4]([C:16]2[N:20]([CH3:21])[N:19]=[CH:18][C:17]=2[N+:22]([O-:24])=[O:23])[CH2:3]1.Cl[C:27]1N(C2CC2)N=C[C:28]=1[N+]([O-])=O.